From a dataset of Forward reaction prediction with 1.9M reactions from USPTO patents (1976-2016). Predict the product of the given reaction. (1) The product is: [NH2:1][C:2]1[N:7]=[CH:6][N:5]=[C:4]2[N:8]([CH:12]([C:14]3[O:15][C:16]4[C:21]([C:22](=[O:31])[C:23]=3[C:24]3[CH:29]=[CH:28][CH:27]=[C:26]([F:30])[CH:25]=3)=[CH:20][CH:19]=[CH:18][CH:17]=4)[CH3:13])[N:9]=[C:10]([C:37]3[CH:36]=[C:35]([O:34][CH3:33])[CH:40]=[C:39]([O:41][CH3:42])[CH:38]=3)[C:3]=12. Given the reactants [NH2:1][C:2]1[N:7]=[CH:6][N:5]=[C:4]2[N:8]([CH:12]([C:14]3[O:15][C:16]4[C:21]([C:22](=[O:31])[C:23]=3[C:24]3[CH:29]=[CH:28][CH:27]=[C:26]([F:30])[CH:25]=3)=[CH:20][CH:19]=[CH:18][CH:17]=4)[CH3:13])[N:9]=[C:10](I)[C:3]=12.O.[CH3:33][O:34][C:35]1[CH:36]=[C:37](B(O)O)[CH:38]=[C:39]([O:41][CH3:42])[CH:40]=1.C(=O)([O-])[O-].[Na+].[Na+], predict the reaction product. (2) The product is: [CH:24]1([N:16]([C@H:17]2[CH2:22][CH2:21][C@H:20]([CH3:23])[CH2:19][CH2:18]2)[C:14](=[O:15])[NH:13][C:11]2[S:12][C:8]([S:7][CH2:5][CH2:6][C:50]([OH:54])=[O:49])=[CH:9][N:10]=2)[CH2:27][CH2:26][CH2:25]1. Given the reactants C(OC(=O)[CH:5]([S:7][C:8]1[S:12][C:11]([NH:13][C:14]([N:16]([CH:24]2[CH2:27][CH2:26][CH2:25]2)[C@H:17]2[CH2:22][CH2:21][C@H:20]([CH3:23])[CH2:19][CH2:18]2)=[O:15])=[N:10][CH:9]=1)[CH3:6])C.C1(N[C@H]2CC[C@H](C)CC2)CCC1.NC1SC=NC=1.C([O:49][C:50](=[O:54])C(S)C)C, predict the reaction product. (3) Given the reactants C([O:4][C@@H:5]([CH2:8][CH2:9][C:10]1[CH:15]=[CH:14][CH:13]=[CH:12][C:11]=1[OH:16])[CH2:6][Br:7])(=O)C.Cl.CCOCC, predict the reaction product. The product is: [Br:7][CH2:6][C@@H:5]([OH:4])[CH2:8][CH2:9][C:10]1[CH:15]=[CH:14][CH:13]=[CH:12][C:11]=1[OH:16]. (4) The product is: [Br:1][C:2]1[CH:3]=[C:4]2[C:9](=[CH:10][CH:11]=1)[C:8](=[O:12])[NH:7][C:6](=[O:13])[C:5]2=[CH:14][NH:15][CH2:16][C:17]1[CH:18]=[C:19]([O:24][CH2:26][CH2:27][CH3:28])[CH:20]=[C:21]([OH:23])[CH:22]=1. Given the reactants [Br:1][C:2]1[CH:3]=[C:4]2[C:9](=[CH:10][CH:11]=1)[C:8](=[O:12])[NH:7][C:6](=[O:13])/[C:5]/2=[CH:14]\[NH:15][CH2:16][C:17]1[CH:22]=[C:21]([OH:23])[CH:20]=[C:19]([OH:24])[CH:18]=1.I[CH2:26][CH2:27][CH3:28].C([O-])([O-])=O.[K+].[K+], predict the reaction product. (5) Given the reactants Cl[C:2]1[CH:3]=[C:4]([C:9]2[O:13][C:12]([C:14]([N:16]3[CH2:20][C:19](=[O:21])[NH:18][CH2:17]3)=[O:15])=[CH:11][C:10]=2[C:22]2[CH:27]=[CH:26][CH:25]=[C:24]([Cl:28])[CH:23]=2)[CH:5]=[CH:6][C:7]=1[F:8].BrC1OC([C:35]([N:37]2CC(=O)NC2)=O)=CC=1C1C=CC=C(Cl)C=1, predict the reaction product. The product is: [Cl:28][C:24]1[CH:23]=[C:22]([C:10]2[CH:11]=[C:12]([C:14]([N:16]3[CH2:20][C:19](=[O:21])[NH:18][CH2:17]3)=[O:15])[O:13][C:9]=2[C:4]2[CH:5]=[CH:6][C:7]([F:8])=[C:2]([C:35]#[N:37])[CH:3]=2)[CH:27]=[CH:26][CH:25]=1. (6) Given the reactants [NH2:1][C:2]1[CH:31]=[CH:30][C:5]([C:6]([N:8]2[C:17]3[C:12](=[CH:13][CH:14]=[CH:15][CH:16]=3)[CH:11]([N:18]([C:22]3[CH:27]=[CH:26][C:25]([Cl:28])=[CH:24][CH:23]=3)[C:19](=[O:21])[CH3:20])[CH2:10][CH:9]2[CH3:29])=[O:7])=[CH:4][CH:3]=1.C(N(CC)CC)C.Br[CH2:40][CH2:41][O:42][C:43](Cl)=[O:44].C([O-])([O-])=O.[Cs+].[Cs+], predict the reaction product. The product is: [Cl:28][C:25]1[CH:24]=[CH:23][C:22]([N:18]([C@H:11]2[C:12]3[C:17](=[CH:16][CH:15]=[CH:14][CH:13]=3)[N:8]([C:6](=[O:7])[C:5]3[CH:4]=[CH:3][C:2]([N:1]4[CH2:40][CH2:41][O:42][C:43]4=[O:44])=[CH:31][CH:30]=3)[C@@H:9]([CH3:29])[CH2:10]2)[C:19](=[O:21])[CH3:20])=[CH:27][CH:26]=1. (7) Given the reactants [CH2:1]([NH:8][C:9]1[N:13]([CH3:14])[C:12]2[CH:15]=[CH:16][C:17]([N:19]([C:21]3[CH:26]=[CH:25][N:24]=[C:23]([Cl:27])[N:22]=3)[CH3:20])=[CH:18][C:11]=2[N:10]=1)[C:2]1[CH:7]=[CH:6][CH:5]=[CH:4][CH:3]=1.[CH3:28][NH:29][S:30]([CH2:33][CH2:34][C:35]1[CH:40]=[CH:39][C:38]([NH2:41])=[CH:37][CH:36]=1)(=[O:32])=[O:31], predict the reaction product. The product is: [ClH:27].[CH3:28][NH:29][S:30]([CH2:33][CH2:34][C:35]1[CH:36]=[CH:37][C:38]([NH:41][C:23]2[N:22]=[C:21]([N:19]([C:17]3[CH:16]=[CH:15][C:12]4[N:13]([CH3:14])[C:9]([NH:8][CH2:1][C:2]5[CH:7]=[CH:6][CH:5]=[CH:4][CH:3]=5)=[N:10][C:11]=4[CH:18]=3)[CH3:20])[CH:26]=[CH:25][N:24]=2)=[CH:39][CH:40]=1)(=[O:31])=[O:32].